From a dataset of Full USPTO retrosynthesis dataset with 1.9M reactions from patents (1976-2016). Predict the reactants needed to synthesize the given product. (1) The reactants are: [Br:1][C:2]1[CH:3]=[N:4][C:5]([Si:8]([CH3:11])([CH3:10])[CH3:9])=[CH:6][CH:7]=1.[C:12](O)(=O)[C:13](C)([CH3:15])[CH3:14].S(=O)(=O)(O)O.[NH4+].[NH4+].[O-]S(OOS([O-])(=O)=O)(=O)=O.C(=O)=O. Given the product [C:13]([C:3]1[C:2]([Br:1])=[CH:7][CH:6]=[C:5]([Si:8]([CH3:11])([CH3:10])[CH3:9])[N:4]=1)([CH3:15])([CH3:14])[CH3:12], predict the reactants needed to synthesize it. (2) The reactants are: Cl[CH2:2][CH:3]([C:5]1[CH:10]=[N:9][CH:8]=[CH:7][N:6]=1)[OH:4].[Na+].[I-].[CH3:13][NH2:14]. Given the product [CH3:13][NH:14][CH2:2][CH:3]([C:5]1[CH:10]=[N:9][CH:8]=[CH:7][N:6]=1)[OH:4], predict the reactants needed to synthesize it. (3) Given the product [C:32]1([N:24]([CH2:2][C:3]2[CH:8]=[CH:7][CH:6]=[CH:5][C:4]=2[B:9]2[O:17][C:14]([CH3:16])([CH3:15])[C:11]([CH3:13])([CH3:12])[O:10]2)[C:25](=[O:26])[O:27][C:28]([CH3:30])([CH3:29])[CH3:31])[CH:37]=[CH:36][CH:35]=[CH:34][CH:33]=1, predict the reactants needed to synthesize it. The reactants are: Br[CH2:2][C:3]1[CH:8]=[CH:7][CH:6]=[CH:5][C:4]=1[B:9]1[O:17][C:14]([CH3:16])([CH3:15])[C:11]([CH3:13])([CH3:12])[O:10]1.CN(C)C=O.[Li][N:24]([C:32]1[CH:37]=[CH:36][CH:35]=[CH:34][CH:33]=1)[C:25]([O:27][C:28]([CH3:31])([CH3:30])[CH3:29])=[O:26].O. (4) Given the product [ClH:57].[CH2:38]([O:39][C:8](=[NH:12])[CH2:1][C:2]1[CH:3]=[CH:4][CH:5]=[CH:6][CH:7]=1)[CH3:37], predict the reactants needed to synthesize it. The reactants are: [CH2:1]([C:8]1SC2C=C(CBr)C=CC=2[N:12]=1)[C:2]1[CH:7]=[CH:6][CH:5]=[CH:4][CH:3]=1.C(C1SC2C=C(C)C=CC=2N=1)C1C=CC=CC=1.C1C(=O)N(Br)[C:38](=[O:39])[CH2:37]1.CC(N=NC(C#N)(C)C)(C#N)C.C(Cl)(Cl)[Cl:57]. (5) Given the product [CH:1]1([C:4]2[CH:8]=[C:7]([NH:9][C:10]3[C:11]4[CH2:26][CH2:25][CH2:24][C:12]=4[N:13]=[C:14]([N:16]4[CH2:20][CH2:19][CH2:18][CH:17]4[C:21]([NH:33][C:31]4[CH:32]=[N:27][CH:28]=[N:29][CH:30]=4)=[O:22])[N:15]=3)[NH:6][N:5]=2)[CH2:3][CH2:2]1, predict the reactants needed to synthesize it. The reactants are: [CH:1]1([C:4]2[CH:8]=[C:7]([NH:9][C:10]3[C:11]4[CH2:26][CH2:25][CH2:24][C:12]=4[N:13]=[C:14]([N:16]4[CH2:20][CH2:19][CH2:18][CH:17]4[C:21](O)=[O:22])[N:15]=3)[NH:6][N:5]=2)[CH2:3][CH2:2]1.[N:27]1[CH:32]=[C:31]([NH2:33])[CH:30]=[N:29][CH:28]=1.CN(C(ON1N=NC2C=CC=NC1=2)=[N+](C)C)C.F[P-](F)(F)(F)(F)F.CCN(C(C)C)C(C)C. (6) Given the product [C:12]1([NH:11][C:10]2[S:9][N:8]=[N:7][C:6]=2[C:4]([OH:5])=[O:3])[CH:13]=[CH:14][CH:15]=[CH:16][CH:17]=1, predict the reactants needed to synthesize it. The reactants are: C([O:3][C:4]([C:6]1[N:7]=[N:8][S:9][C:10]=1[NH:11][C:12]1[CH:17]=[CH:16][CH:15]=[CH:14][CH:13]=1)=[O:5])C.Cl. (7) Given the product [Cl:1][C:2]1[CH:11]=[CH:10][C:9]([NH2:8])=[C:4]([C:5]2[NH:6][N:13]=[C:14]([CH2:16][O:17][CH3:18])[N:15]=2)[CH:3]=1, predict the reactants needed to synthesize it. The reactants are: [Cl:1][C:2]1[CH:11]=[CH:10][C:9]2[NH:8]C(=O)[N:6]3[N:13]=[C:14]([CH2:16][O:17][CH3:18])[N:15]=[C:5]3[C:4]=2[CH:3]=1.ClC1C=CC2NC(=O)N3N=C(C4CC4)N=C3C=2C=1. (8) Given the product [CH3:1][C@@:2]1([OH:24])[C@H:6]([OH:7])[C@@H:5]([CH2:8][OH:9])[O:4][C@H:3]1[N:10]1[CH:23]=[C:14]2[CH:15]([O:37][CH3:36])[CH:16]([Br:25])[C:17]3[C:18](=[O:22])[NH:19][N:20]=[CH:21][C:12]([C:13]=32)=[N:11]1, predict the reactants needed to synthesize it. The reactants are: [CH3:1][C@@:2]1([OH:24])[C@H:6]([OH:7])[C@@H:5]([CH2:8][OH:9])[O:4][C@H:3]1[N:10]1[CH:23]=[C:14]2[CH:15]=[CH:16][C:17]3[C:18](=[O:22])[NH:19][N:20]=[CH:21][C:12]([C:13]=32)=[N:11]1.[Br:25]N1C(=O)CCC1=O.CN([CH:36]=[O:37])C. (9) The reactants are: C([O:3][C:4](=O)[C:5]1[CH:10]=[C:9]([Cl:11])[CH:8]=[N:7][C:6]=1[NH2:12])C.C(O)(=O)C.[CH:18](N)=[NH:19]. Given the product [Cl:11][C:9]1[CH:8]=[N:7][C:6]2[N:12]=[CH:18][N:19]=[C:4]([OH:3])[C:5]=2[CH:10]=1, predict the reactants needed to synthesize it.